From a dataset of Catalyst prediction with 721,799 reactions and 888 catalyst types from USPTO. Predict which catalyst facilitates the given reaction. Reactant: [CH3:1][C:2]([C:7](=[O:15])[NH:8][C:9]1[CH:14]=[CH:13][CH:12]=[CH:11][CH:10]=1)=[CH:3][C:4](O)=[O:5].C([O-])(=O)C.[Na+]. Product: [CH3:1][C:2]1[C:7](=[O:15])[N:8]([C:9]2[CH:14]=[CH:13][CH:12]=[CH:11][CH:10]=2)[C:4](=[O:5])[CH:3]=1. The catalyst class is: 15.